Dataset: CYP1A2 inhibition data for predicting drug metabolism from PubChem BioAssay. Task: Regression/Classification. Given a drug SMILES string, predict its absorption, distribution, metabolism, or excretion properties. Task type varies by dataset: regression for continuous measurements (e.g., permeability, clearance, half-life) or binary classification for categorical outcomes (e.g., BBB penetration, CYP inhibition). Dataset: cyp1a2_veith. The result is 0 (non-inhibitor). The molecule is Cc1ccc(C(=O)NNC(=S)NC(=O)c2ccc(Cl)cc2)cc1.